This data is from Full USPTO retrosynthesis dataset with 1.9M reactions from patents (1976-2016). The task is: Predict the reactants needed to synthesize the given product. (1) Given the product [C:22]([C:24]([CH3:26])([CH3:25])[C:27]1[CH:28]=[C:29]([CH:33]=[CH:34][N:35]=1)[C:30]([NH:21][C:16]1[CH:17]=[CH:18][C:19]([CH3:20])=[C:14]([NH:13][C:7]2[C:6]3[C:11](=[CH:12][C:3]([O:2][CH3:1])=[CH:4][CH:5]=3)[N:10]=[CH:9][N:8]=2)[CH:15]=1)=[O:31])#[N:23], predict the reactants needed to synthesize it. The reactants are: [CH3:1][O:2][C:3]1[CH:12]=[C:11]2[C:6]([C:7]([NH:13][C:14]3[CH:15]=[C:16]([NH2:21])[CH:17]=[CH:18][C:19]=3[CH3:20])=[N:8][CH:9]=[N:10]2)=[CH:5][CH:4]=1.[C:22]([C:24]([C:27]1[CH:28]=[C:29]([CH:33]=[CH:34][N:35]=1)[C:30](O)=[O:31])([CH3:26])[CH3:25])#[N:23].CN(C(ON1N=NC2C=CC=NC1=2)=[N+](C)C)C.F[P-](F)(F)(F)(F)F.CCN(C(C)C)C(C)C. (2) The reactants are: [CH:1]1[C:10]2[C:5](=[CH:6][CH:7]=[CH:8][CH:9]=2)[CH:4]=[CH:3][C:2]=1[N:11]1[CH2:15][CH2:14][NH:13][C:12]1=[O:16].Br[C:18]1[CH:19]=[N:20][CH:21]=[C:22]([Cl:24])[CH:23]=1.N[C@@H]1CCCC[C@H]1N.C(=O)([O-])[O-].[K+].[K+]. Given the product [Cl:24][C:22]1[CH:23]=[C:18]([N:13]2[CH2:14][CH2:15][N:11]([C:2]3[CH:3]=[CH:4][C:5]4[C:10](=[CH:9][CH:8]=[CH:7][CH:6]=4)[CH:1]=3)[C:12]2=[O:16])[CH:19]=[N:20][CH:21]=1, predict the reactants needed to synthesize it. (3) Given the product [S:1]1[CH:5]=[CH:4][CH:3]=[C:2]1[CH2:6][NH:7][C:8]([C:10]1[C:28]([Br:36])=[C:13]2[CH:14]=[C:15]([C:22]3[CH:27]=[CH:26][CH:25]=[CH:24][CH:23]=3)[CH:16]=[C:17]([C:18]([F:20])([F:21])[F:19])[N:12]2[N:11]=1)=[O:9], predict the reactants needed to synthesize it. The reactants are: [S:1]1[CH:5]=[CH:4][CH:3]=[C:2]1[CH2:6][NH:7][C:8]([C:10]1[CH:28]=[C:13]2[CH:14]=[C:15]([C:22]3[CH:27]=[CH:26][CH:25]=[CH:24][CH:23]=3)[CH:16]=[C:17]([C:18]([F:21])([F:20])[F:19])[N:12]2[N:11]=1)=[O:9].C1C(=O)N([Br:36])C(=O)C1. (4) The reactants are: ClC(Cl)C.[CH2:5]([O:7][CH:8]([O:21][CH2:22][CH2:23][CH2:24][CH2:25][CH2:26][CH2:27][CH2:28][CH2:29]/[CH:30]=[CH:31]\[CH2:32]/[CH:33]=[CH:34]\[CH2:35][CH2:36][CH2:37][CH2:38][CH3:39])[CH2:9][N:10]1[C:18](=[O:19])[C:17]2[C:12](=[CH:13][CH:14]=[CH:15][CH:16]=2)[C:11]1=[O:20])[CH3:6].N1C(C)=C[CH:43]=[CH:42][C:41]=1[CH3:47].[Si](OS(C(F)(F)F)(=O)=O)(C)(C)C.C(O)CCCCC. Given the product [CH2:5]([O:7][CH:8]([O:21][CH2:22][CH2:23][CH2:24][CH2:25][CH2:26][CH2:27][CH2:28][CH2:29]/[CH:30]=[CH:31]\[CH2:32]/[CH:33]=[CH:34]\[CH2:35][CH2:36][CH2:37][CH2:38][CH3:39])[CH2:9][N:10]1[C:18](=[O:19])[C:17]2[C:12](=[CH:13][CH:14]=[CH:15][CH:16]=2)[C:11]1=[O:20])[CH2:6][CH2:47][CH2:41][CH2:42][CH3:43], predict the reactants needed to synthesize it. (5) The reactants are: [NH2:1][C:2]1[CH:7]=[CH:6][CH:5]=[CH:4][N:3]=1.[CH:8]1([N+:14]#[C-:15])[CH2:13][CH2:12][CH2:11][CH2:10][CH2:9]1.[N:16]1[CH:21]=[CH:20][CH:19]=[CH:18][C:17]=1[CH:22]=O.[C:24]([Cl:27])(=[O:26])[CH3:25]. Given the product [Cl-:27].[C:24]([N+:1]1[C:22]([C:17]2[CH:18]=[CH:19][CH:20]=[CH:21][N:16]=2)=[C:15]([NH:14][CH:8]2[CH2:13][CH2:12][CH2:11][CH2:10][CH2:9]2)[N:3]2[CH:4]=[CH:5][CH:6]=[CH:7][C:2]=12)(=[O:26])[CH3:25], predict the reactants needed to synthesize it. (6) Given the product [CH3:9][O:8][C:7]1[CH:6]=[CH:5][C:4]([NH:10][S:11]([C:14]2[C:15](=[O:24])[S:16][C:17]3[C:22]([CH:23]=2)=[CH:21][CH:20]=[CH:19][CH:18]=3)(=[O:13])=[O:12])=[CH:3][CH:2]=1, predict the reactants needed to synthesize it. The reactants are: O[C:2]1[CH:3]=[C:4]([NH:10][S:11]([C:14]2[C:15](=[O:24])[S:16][C:17]3[C:22]([CH:23]=2)=[CH:21][CH:20]=[CH:19][CH:18]=3)(=[O:13])=[O:12])[CH:5]=[CH:6][C:7]=1[O:8][CH3:9].BrC1C=CC(NS(C2C(=O)SC3C(C=2)=CC=CC=3)(=O)=O)=CC=1.ClC1C=C2C(C=C(S(NC3C=CC(OC)=CC=3)(=O)=O)C(=O)S2)=CC=1.ClC1C=C2C(C=C(S(NC3C=CC(OC)=C(O)C=3)(=O)=O)C(=O)S2)=CC=1.ClC1C=C2C(C=C(S(NC3C=CC(F)=C(N)C=3)(=O)=O)C(=O)S2)=CC=1.ClC1C=C2C(C=C(S(NC3C=CC(Br)=CC=3)(=O)=O)C(=O)S2)=CC=1.ClC1C=C2C(=CC=1)SC(=O)C(S(NC1C=CC(OC)=CC=1)(=O)=O)=C2.BrC1C=C2C(=CC=1)SC(=O)C(S(NC1C=CC(OC)=CC=1)(=O)=O)=C2.C(OC1C=CC=C2C=1SC(=O)C(S(NC1C=CC(OC)=CC=1)(=O)=O)=C2)C.ClC1C=C2C(=CC=1)SC(=O)C(S(NC1C=CC(OC)=C(O)C=1)(=O)=O)=C2.NC1C=C(NS(C2C(=O)SC3C(C=2)=CC=CC=3OCC)(=O)=O)C=CC=1F.NC1C=C(NS(C2C(=O)SC3C(C=2)=CC(OC)=CC=3)(=O)=O)C=CC=1F.BrC1C=CC(NS(C2C(=O)SC3C(C=2)=CC(OC)=CC=3)(=O)=O)=CC=1.BrC1C=CC(NS(C2C(=O)SC3C(C=2)=CC=CC=3Cl)(=O)=O)=CC=1.BrC1C=CC(NS(C2C(=O)SC3C(C=2)=CC=CC=3Br)(=O)=O)=CC=1.